From a dataset of Reaction yield outcomes from USPTO patents with 853,638 reactions. Predict the reaction yield, written as a fraction of the theoretical maximum amount of product (1.0 means a 100% yield; for example, 0.34 means a 34% yield). (1) The reactants are [CH3:1][CH:2]1[C@@H:6]2[CH2:7][CH2:8][C@@H:9]([C:11]([OH:13])=O)[CH2:10][N:5]2[C:4](=[O:14])[O:3]1.C(Cl)(=O)C(Cl)=O.[Cl:21][C:22]1[C:23]([CH2:28][NH2:29])=[N:24][CH:25]=[CH:26][N:27]=1. The catalyst is C(Cl)Cl.CN(C=O)C.O. The product is [Cl:21][C:22]1[C:23]([CH2:28][NH:29][C:11]([C@H:9]2[CH2:10][N:5]3[C:4](=[O:14])[O:3][CH:2]([CH3:1])[C@@H:6]3[CH2:7][CH2:8]2)=[O:13])=[N:24][CH:25]=[CH:26][N:27]=1. The yield is 0.553. (2) The reactants are C[Si](C)(C)CCOC[N:7]1[C:11]2[N:12]=[CH:13][N:14]=[C:15]([C:16]3[CH:17]=[N:18][N:19]([CH:21]4[CH2:26][CH2:25][CH2:24][CH:23]([CH2:27][C:28]#[N:29])[CH2:22]4)[CH:20]=3)[C:10]=2[CH:9]=[CH:8]1.[C:32]([OH:38])([C:34]([F:37])([F:36])[F:35])=[O:33].C(N)CN. The catalyst is C(Cl)Cl. The product is [F:35][C:34]([F:37])([F:36])[C:32]([OH:38])=[O:33].[N:12]1[C:11]2[NH:7][CH:8]=[CH:9][C:10]=2[C:15]([C:16]2[CH:17]=[N:18][N:19]([CH:21]3[CH2:26][CH2:25][CH2:24][CH:23]([CH2:27][C:28]#[N:29])[CH2:22]3)[CH:20]=2)=[N:14][CH:13]=1. The yield is 0.830. (3) The reactants are [CH3:1][O:2][C:3]([C:5]1[C:9]([N+:10]([O-])=O)=[CH:8][N:7]([CH:13]2[CH2:18][CH2:17][CH2:16][CH2:15][O:14]2)[N:6]=1)=[O:4].C([O-])=O.[NH4+]. The catalyst is C(O)C.O.[Pd]. The product is [CH3:1][O:2][C:3]([C:5]1[C:9]([NH2:10])=[CH:8][N:7]([CH:13]2[CH2:18][CH2:17][CH2:16][CH2:15][O:14]2)[N:6]=1)=[O:4]. The yield is 0.890. (4) The reactants are FC(F)(F)C(O)=[O:4].[C:8]([C:10]1[C:14]([S:15][C:16]([F:19])([F:18])[F:17])=[C:13]([CH2:20][F:21])[N:12]([C:22]2[C:27]([Cl:28])=[CH:26][C:25]([C:29]([F:32])([F:31])[F:30])=[CH:24][C:23]=2[Cl:33])[N:11]=1)#[N:9]. The catalyst is OO. The product is [C:8]([C:10]1[C:14]([S:15]([C:16]([F:18])([F:17])[F:19])=[O:4])=[C:13]([CH2:20][F:21])[N:12]([C:22]2[C:27]([Cl:28])=[CH:26][C:25]([C:29]([F:32])([F:31])[F:30])=[CH:24][C:23]=2[Cl:33])[N:11]=1)#[N:9]. The yield is 0.320.